This data is from Forward reaction prediction with 1.9M reactions from USPTO patents (1976-2016). The task is: Predict the product of the given reaction. (1) Given the reactants C(OC(=O)[NH:7][CH2:8][C:9]1([C:12]2[CH:17]=[CH:16][C:15]([C:18]3[C:19]4[C:20]5[CH:34]=[CH:33][S:32][C:21]=5[C:22](=[O:31])[NH:23][C:24]=4[C:25]([Cl:30])=[CH:26][C:27]=3[O:28]C)=[CH:14][CH:13]=2)[CH2:11][CH2:10]1)(C)(C)C.BrB(Br)Br, predict the reaction product. The product is: [ClH:30].[NH2:7][CH2:8][C:9]1([C:12]2[CH:13]=[CH:14][C:15]([C:18]3[C:19]4[C:20]5[CH:34]=[CH:33][S:32][C:21]=5[C:22](=[O:31])[NH:23][C:24]=4[C:25]([Cl:30])=[CH:26][C:27]=3[OH:28])=[CH:16][CH:17]=2)[CH2:10][CH2:11]1. (2) Given the reactants [CH2:1]([C:3]1([CH2:19][CH3:20])[C:11]2[C:6](=[CH:7][CH:8]=[C:9]([N+:12]([O-])=O)[CH:10]=2)[N:5]([CH:15]([CH3:17])[CH3:16])[C:4]1=[O:18])[CH3:2], predict the reaction product. The product is: [NH2:12][C:9]1[CH:10]=[C:11]2[C:6](=[CH:7][CH:8]=1)[N:5]([CH:15]([CH3:16])[CH3:17])[C:4](=[O:18])[C:3]2([CH2:19][CH3:20])[CH2:1][CH3:2]. (3) The product is: [NH2:14][C:4]1[CH:3]=[C:2]([Cl:1])[CH:10]=[C:9]2[C:5]=1[CH:6]=[N:7][N:8]2[C:11](=[O:13])[CH3:12]. Given the reactants [Cl:1][C:2]1[CH:10]=[C:9]2[C:5]([CH:6]=[N:7][N:8]2[C:11](=[O:13])[CH3:12])=[C:4]([N+:14]([O-])=O)[CH:3]=1.[NH4+].[Cl-].O, predict the reaction product. (4) Given the reactants [C:1]1([C:21]2[CH:26]=[CH:25][CH:24]=[CH:23][CH:22]=2)[CH:6]=[CH:5][C:4]([CH2:7][N:8]2[C:16]3[C:11](=[CH:12][CH:13]=[CH:14][C:15]=3[C:17]([O:19]C)=[O:18])[CH:10]=[CH:9]2)=[CH:3][CH:2]=1.CO.[OH-].[Na+].C(O)(=O)CC(CC(O)=O)(C(O)=O)O, predict the reaction product. The product is: [C:1]1([C:21]2[CH:26]=[CH:25][CH:24]=[CH:23][CH:22]=2)[CH:2]=[CH:3][C:4]([CH2:7][N:8]2[C:16]3[C:11](=[CH:12][CH:13]=[CH:14][C:15]=3[C:17]([OH:19])=[O:18])[CH:10]=[CH:9]2)=[CH:5][CH:6]=1.